From a dataset of Forward reaction prediction with 1.9M reactions from USPTO patents (1976-2016). Predict the product of the given reaction. Given the reactants [CH3:1][N:2]([CH3:18])[CH2:3][CH2:4][O:5][C:6]1[CH:12]=[C:11]([C:13]2[CH:14]=[N:15][NH:16][CH:17]=2)[CH:10]=[CH:9][C:7]=1[NH2:8].[C:19]1([CH2:25][C:26](O)=[O:27])[CH:24]=[CH:23][CH:22]=[CH:21][CH:20]=1, predict the reaction product. The product is: [CH3:1][N:2]([CH3:18])[CH2:3][CH2:4][O:5][C:6]1[CH:12]=[C:11]([C:13]2[CH:17]=[N:16][NH:15][CH:14]=2)[CH:10]=[CH:9][C:7]=1[NH:8][C:26](=[O:27])[CH2:25][C:19]1[CH:24]=[CH:23][CH:22]=[CH:21][CH:20]=1.